This data is from Peptide-MHC class I binding affinity with 185,985 pairs from IEDB/IMGT. The task is: Regression. Given a peptide amino acid sequence and an MHC pseudo amino acid sequence, predict their binding affinity value. This is MHC class I binding data. (1) The peptide sequence is AEMRETHWL. The MHC is HLA-B35:01 with pseudo-sequence HLA-B35:01. The binding affinity (normalized) is 0.0847. (2) The peptide sequence is RTIDAINKCV. The binding affinity (normalized) is 0.463. The MHC is HLA-A02:03 with pseudo-sequence HLA-A02:03.